Dataset: Peptide-MHC class II binding affinity with 134,281 pairs from IEDB. Task: Regression. Given a peptide amino acid sequence and an MHC pseudo amino acid sequence, predict their binding affinity value. This is MHC class II binding data. (1) The peptide sequence is YDKFLANVFTVLTGK. The MHC is DRB1_1602 with pseudo-sequence DRB1_1602. The binding affinity (normalized) is 0.600. (2) The binding affinity (normalized) is 0. The peptide sequence is SQATANPSCPEGT. The MHC is DRB3_0101 with pseudo-sequence DRB3_0101. (3) The peptide sequence is LIDDVLAILPLDDLK. The MHC is DRB1_0301 with pseudo-sequence DRB1_0301. The binding affinity (normalized) is 0.238. (4) The MHC is HLA-DQA10201-DQB10402 with pseudo-sequence HLA-DQA10201-DQB10402. The peptide sequence is KNLIPSSASPWSWPD. The binding affinity (normalized) is 0.439. (5) The peptide sequence is QAYAATVAAAPQVKY. The MHC is DRB1_1302 with pseudo-sequence DRB1_1302. The binding affinity (normalized) is 0.393.